Binary Classification. Given a drug SMILES string, predict its activity (active/inactive) in a high-throughput screening assay against a specified biological target. From a dataset of M1 muscarinic receptor antagonist screen with 61,756 compounds. (1) The drug is O(c1ccc(NC(=O)c2cccnc2)cc1)C(=O)c1cccnc1. The result is 0 (inactive). (2) The drug is O(C1=C2C(c3c(N=C2c2c1cccc2)n(c(=O)n(c3=O)C)C)c1ccc(OC)cc1)C(=O)C. The result is 0 (inactive). (3) The drug is O1CCN(CCNc2ncnc3c2[nH]c2c3cc(cc2)C)CC1. The result is 0 (inactive). (4) The molecule is N(CCC)(CCC)c1nc2c(n3c1nnc3C)cccc2. The result is 0 (inactive). (5) The drug is s1nc2c([nH]cnc2=O)c1C(OCC)=O. The result is 0 (inactive).